This data is from Full USPTO retrosynthesis dataset with 1.9M reactions from patents (1976-2016). The task is: Predict the reactants needed to synthesize the given product. (1) Given the product [OH:47][CH:46]([C:11]1[C:6]2[C:5](=[O:23])[N:4]([CH2:24][CH2:25][CH2:26][O:27][CH:28]3[CH2:33][CH2:32][CH2:31][CH2:30][O:29]3)[C:3](=[O:34])[N:2]([CH3:1])[C:7]=2[N:8]=[CH:9][C:10]=1[O:12][C:13]1[CH:18]=[CH:17][CH:16]=[C:15]([C:19]([F:20])([F:21])[F:22])[CH:14]=1)[CH2:45][CH:44]([CH3:48])[CH3:43], predict the reactants needed to synthesize it. The reactants are: [CH3:1][N:2]1[C:7]2[N:8]=[CH:9][C:10]([O:12][C:13]3[CH:18]=[CH:17][CH:16]=[C:15]([C:19]([F:22])([F:21])[F:20])[CH:14]=3)=[CH:11][C:6]=2[C:5](=[O:23])[N:4]([CH2:24][CH2:25][CH2:26][O:27][CH:28]2[CH2:33][CH2:32][CH2:31][CH2:30][O:29]2)[C:3]1=[O:34].[Li+].CC([N-]C(C)C)C.[CH3:43][CH:44]([CH3:48])[CH2:45][CH:46]=[O:47]. (2) Given the product [Cl:15][C:16]1[CH:24]=[C:23]2[C:19]([C:20]([CH2:39][CH2:40][CH2:41][O:42][C:43]3[CH:44]=[C:45]([CH3:51])[C:46]([Cl:50])=[C:47]([CH3:49])[CH:48]=3)=[C:21]([C:25]([NH:27][S:28]([C:31]3[O:35][C:34]([C:36]([N:52]4[CH2:57][CH2:56][O:55][CH2:54][CH2:53]4)=[O:37])=[CH:33][CH:32]=3)(=[O:29])=[O:30])=[O:26])[NH:22]2)=[CH:18][CH:17]=1, predict the reactants needed to synthesize it. The reactants are: C(Cl)CCl.C1C=CC2N(O)N=NC=2C=1.[Cl:15][C:16]1[CH:24]=[C:23]2[C:19]([C:20]([CH2:39][CH2:40][CH2:41][O:42][C:43]3[CH:48]=[C:47]([CH3:49])[C:46]([Cl:50])=[C:45]([CH3:51])[CH:44]=3)=[C:21]([C:25]([NH:27][S:28]([C:31]3[O:35][C:34]([C:36](O)=[O:37])=[CH:33][CH:32]=3)(=[O:30])=[O:29])=[O:26])[NH:22]2)=[CH:18][CH:17]=1.[NH:52]1[CH2:57][CH2:56][O:55][CH2:54][CH2:53]1.